This data is from Full USPTO retrosynthesis dataset with 1.9M reactions from patents (1976-2016). The task is: Predict the reactants needed to synthesize the given product. (1) Given the product [Si:1]([O:8][CH2:9][C@H:10]1[CH2:14][C@@H:13]([NH:15][C:31]([NH:30][C:33]2[CH:38]=[C:37]([O:39][CH3:40])[C:36]([O:41][CH3:42])=[C:35]([O:43][CH3:44])[CH:34]=2)=[O:32])[C@H:12]([N:16]2[CH2:17][CH2:18][CH:19]([CH2:22][C:23]3[CH:24]=[CH:25][C:26]([Cl:29])=[CH:27][CH:28]=3)[CH2:20][CH2:21]2)[CH2:11]1)([C:4]([CH3:6])([CH3:7])[CH3:5])([CH3:3])[CH3:2], predict the reactants needed to synthesize it. The reactants are: [Si:1]([O:8][CH2:9][C@H:10]1[CH2:14][C@@H:13]([NH2:15])[C@H:12]([N:16]2[CH2:21][CH2:20][CH:19]([CH2:22][C:23]3[CH:28]=[CH:27][C:26]([Cl:29])=[CH:25][CH:24]=3)[CH2:18][CH2:17]2)[CH2:11]1)([C:4]([CH3:7])([CH3:6])[CH3:5])([CH3:3])[CH3:2].[N:30]([C:33]1[CH:34]=[C:35]([O:43][CH3:44])[C:36]([O:41][CH3:42])=[C:37]([O:39][CH3:40])[CH:38]=1)=[C:31]=[O:32]. (2) Given the product [C:32]([N:1]1[CH2:6][CH2:5][CH:4]([NH:7][C:8]2[N:9]=[C:10]3[C:16]([C:17]([NH:19][CH2:20][C:21]#[CH:22])=[O:18])=[CH:15][NH:14][C:11]3=[N:12][CH:13]=2)[CH2:3][CH2:2]1)(=[O:35])[CH:33]=[CH2:34], predict the reactants needed to synthesize it. The reactants are: [NH:1]1[CH2:6][CH2:5][CH:4]([NH:7][C:8]2[N:9]=[C:10]3[C:16]([C:17]([NH:19][CH2:20][C:21]#[CH:22])=[O:18])=[CH:15][NH:14][C:11]3=[N:12][CH:13]=2)[CH2:3][CH2:2]1.CCN(C(C)C)C(C)C.[C:32](Cl)(=[O:35])[CH:33]=[CH2:34]. (3) Given the product [O:7]=[S:4]1(=[O:8])[CH2:5][CH2:6][N:1]([C:16]([Cl:18])=[O:17])[CH2:2][CH2:3]1, predict the reactants needed to synthesize it. The reactants are: [NH:1]1[CH2:6][CH2:5][S:4](=[O:8])(=[O:7])[CH2:3][CH2:2]1.C(N(CC)CC)C.[C:16](Cl)([Cl:18])=[O:17].C1(C)C=CC=CC=1.